From a dataset of Full USPTO retrosynthesis dataset with 1.9M reactions from patents (1976-2016). Predict the reactants needed to synthesize the given product. (1) Given the product [CH:1]1([NH:7][C:8]2[N:16]=[C:15]([NH:17][C:18]3[CH:26]=[CH:25][C:21]([C:22]([NH:36][CH2:35][CH2:34][C:30]4[CH:29]=[N:28][CH:33]=[CH:32][CH:31]=4)=[O:24])=[CH:20][C:19]=3[CH3:27])[N:14]=[C:13]3[C:9]=2[N:10]=[CH:11][NH:12]3)[CH2:6][CH2:5][CH2:4][CH2:3][CH2:2]1, predict the reactants needed to synthesize it. The reactants are: [CH:1]1([NH:7][C:8]2[N:16]=[C:15]([NH:17][C:18]3[CH:26]=[CH:25][C:21]([C:22]([OH:24])=O)=[CH:20][C:19]=3[CH3:27])[N:14]=[C:13]3[C:9]=2[N:10]=[CH:11][NH:12]3)[CH2:6][CH2:5][CH2:4][CH2:3][CH2:2]1.[N:28]1[CH:33]=[CH:32][CH:31]=[C:30]([CH2:34][CH2:35][NH2:36])[CH:29]=1.Cl.CN(C)CCCN=C=NCC.ON1C2N=CC=CC=2N=N1.CN1CCOCC1. (2) Given the product [F:1][C:2]1[C:10]([O:11][C:12]2[C:21]3[C:16](=[CH:17][C:18]([O:24][CH2:25][CH:26]4[CH2:31][CH2:30][N:29]([CH2:48][C:49]([F:52])([F:51])[F:50])[CH2:28][CH2:27]4)=[C:19]([O:22][CH3:23])[CH:20]=3)[N:15]=[CH:14][N:13]=2)=[CH:9][CH:8]=[C:7]2[C:3]=1[CH:4]=[C:5]([CH3:32])[NH:6]2, predict the reactants needed to synthesize it. The reactants are: [F:1][C:2]1[C:10]([O:11][C:12]2[C:21]3[C:16](=[CH:17][C:18]([O:24][CH2:25][CH:26]4[CH2:31][CH2:30][NH:29][CH2:28][CH2:27]4)=[C:19]([O:22][CH3:23])[CH:20]=3)[N:15]=[CH:14][N:13]=2)=[CH:9][CH:8]=[C:7]2[C:3]=1[CH:4]=[C:5]([CH3:32])[NH:6]2.C(N(C(C)C)CC)(C)C.FC(F)(F)S(O[CH2:48][C:49]([F:52])([F:51])[F:50])(=O)=O. (3) Given the product [C:36]([O:35][C:33]([N:12]1[CH2:13][CH2:14][C@@H:15]([CH3:16])[C@H:11]1[C:9]([OH:10])=[O:8])=[O:34])([CH3:37])([CH3:38])[CH3:39], predict the reactants needed to synthesize it. The reactants are: C([O:8][C:9]([C@@H:11]1[C@H:15]([CH3:16])[CH2:14][CH2:13][N:12]1[C@H](C1C=CC=CC=1)C)=[O:10])C1C=CC=CC=1.[CH3:37][C:36]([O:35][C:33](O[C:33]([O:35][C:36]([CH3:39])([CH3:38])[CH3:37])=[O:34])=[O:34])([CH3:39])[CH3:38]. (4) The reactants are: [OH:1][C:2]1[CH:3]=[C:4]([CH:8]=[CH:9][CH:10]=1)[C:5]([OH:7])=[O:6].[CH:11]1([N:17]=[C:18]=[O:19])[CH2:16][CH2:15][CH2:14][CH2:13][CH2:12]1.C(N(CC)CC)C.Cl. Given the product [CH:11]1([NH:17][C:18]([O:1][C:2]2[CH:3]=[C:4]([CH:8]=[CH:9][CH:10]=2)[C:5]([OH:7])=[O:6])=[O:19])[CH2:16][CH2:15][CH2:14][CH2:13][CH2:12]1, predict the reactants needed to synthesize it. (5) Given the product [C:17]1([C:20]2[CH:21]=[CH:22][CH:23]=[CH:24][CH:25]=2)[CH:16]=[CH:15][C:14]([CH2:13][C@@H:12]([NH:8][C:6]([O:5][C:1]([CH3:4])([CH3:3])[CH3:2])=[O:7])[CH2:11][C@@H:10]([CH3:26])[C:9]([OH:27])=[O:31])=[CH:19][CH:18]=1, predict the reactants needed to synthesize it. The reactants are: [C:1]([O:5][C:6]([N:8]1[C@H:12]([CH2:13][C:14]2[CH:19]=[CH:18][C:17]([C:20]3[CH:25]=[CH:24][CH:23]=[CH:22][CH:21]=3)=[CH:16][CH:15]=2)[CH2:11][C@@H:10]([CH3:26])[C:9]1=[O:27])=[O:7])([CH3:4])([CH3:3])[CH3:2].[OH-].[Li+].P(=O)(O)(O)[OH:31]. (6) Given the product [CH3:18][N:15]1[CH2:16][CH2:17][N:12]([C:10]2[CH:9]=[CH:8][C:7]([N+:19]([O-:21])=[O:20])=[C:6]([CH2:5][C:4]([NH2:23])=[O:3])[CH:11]=2)[CH2:13][CH2:14]1, predict the reactants needed to synthesize it. The reactants are: C([O:3][C:4](=O)[CH2:5][C:6]1[CH:11]=[C:10]([N:12]2[CH2:17][CH2:16][N:15]([CH3:18])[CH2:14][CH2:13]2)[CH:9]=[CH:8][C:7]=1[N+:19]([O-:21])=[O:20])C.[NH4+:23].[OH-].